Dataset: Full USPTO retrosynthesis dataset with 1.9M reactions from patents (1976-2016). Task: Predict the reactants needed to synthesize the given product. (1) Given the product [Br:1][CH2:2][CH:3]1[CH:17]([C:18]([O:20][CH2:21][CH3:22])=[O:19])[C:4]1([CH3:5])[C:6]1[CH:11]=[CH:10][CH:9]=[C:8]([N+:12]([O-:14])=[O:13])[CH:7]=1, predict the reactants needed to synthesize it. The reactants are: [Br:1][CH2:2]/[CH:3]=[C:4](/[C:6]1[CH:11]=[CH:10][CH:9]=[C:8]([N+:12]([O-:14])=[O:13])[CH:7]=1)\[CH3:5].[N+](=[CH:17][C:18]([O:20][CH2:21][CH3:22])=[O:19])=[N-]. (2) Given the product [CH3:1][O:2][C:3](=[O:28])[CH2:4][N:5]1[C:10](=[O:11])[C:9]([Cl:12])=[C:8]([C:34]2[CH:35]=[CH:36][C:31]([C:29]#[N:30])=[C:32]([F:40])[CH:33]=2)[N:7]=[C:6]1[N:14]1[CH2:19][CH2:18][CH:17]([NH:20][C:21]([O:23][C:24]([CH3:27])([CH3:25])[CH3:26])=[O:22])[CH2:16][CH2:15]1, predict the reactants needed to synthesize it. The reactants are: [CH3:1][O:2][C:3](=[O:28])[CH2:4][N:5]1[C:10](=[O:11])[C:9]([Cl:12])=[C:8](Cl)[N:7]=[C:6]1[N:14]1[CH2:19][CH2:18][CH:17]([NH:20][C:21]([O:23][C:24]([CH3:27])([CH3:26])[CH3:25])=[O:22])[CH2:16][CH2:15]1.[C:29]([C:31]1[CH:36]=[CH:35][C:34](B(O)O)=[CH:33][C:32]=1[F:40])#[N:30].C([O-])([O-])=O.[Na+].[Na+].O. (3) Given the product [CH3:1][C:2]1[N:3]=[C:4]([C:13]2[CH:18]=[CH:17][CH:16]=[CH:15][CH:14]=2)[N:5]2[C:10]=1[CH:9]=[N:8][C:7]([NH:54][C:50]1[CH:51]=[CH:52][CH:53]=[C:48]([O:47][CH2:46][CH2:45][N:39]3[CH2:40][CH2:41][O:42][CH2:43][CH2:44]3)[CH:49]=1)=[N:6]2, predict the reactants needed to synthesize it. The reactants are: [CH3:1][C:2]1[N:3]=[C:4]([C:13]2[CH:18]=[CH:17][CH:16]=[CH:15][CH:14]=2)[N:5]2[C:10]=1[CH:9]=[N:8][C:7](SC)=[N:6]2.CC1N=C(C2C=CC=CC=2)N2C=1C=NC(S(C)(=O)=O)=N2.[N:39]1([CH2:45][CH2:46][O:47][C:48]2[CH:49]=[C:50]([NH2:54])[CH:51]=[CH:52][CH:53]=2)[CH2:44][CH2:43][O:42][CH2:41][CH2:40]1. (4) Given the product [Cl:19][C:20]1[CH:28]=[C:27]([C:29]#[C:30][CH2:31][O:32][CH3:33])[C:23]2[O:24][CH2:25][O:26][C:22]=2[C:21]=1[NH:34][C:2]1[C:11]2[C:6](=[CH:7][C:8]([O:14][CH2:15][CH2:16][CH2:17][Cl:18])=[C:9]([O:12][CH3:13])[CH:10]=2)[N:5]=[CH:4][N:3]=1, predict the reactants needed to synthesize it. The reactants are: Cl[C:2]1[C:11]2[C:6](=[CH:7][C:8]([O:14][CH2:15][CH2:16][CH2:17][Cl:18])=[C:9]([O:12][CH3:13])[CH:10]=2)[N:5]=[CH:4][N:3]=1.[Cl:19][C:20]1[CH:28]=[C:27]([C:29]#[C:30][CH2:31][O:32][CH3:33])[C:23]2[O:24][CH2:25][O:26][C:22]=2[C:21]=1[NH2:34].C[Si]([N-][Si](C)(C)C)(C)C.[Na+]. (5) Given the product [C:16]1([S:22]([NH:1][C:2]2[C:7]([I:8])=[CH:6][C:5]([S:9][CH3:10])=[CH:4][N:3]=2)(=[O:24])=[O:23])[CH:21]=[CH:20][CH:19]=[CH:18][CH:17]=1, predict the reactants needed to synthesize it. The reactants are: [NH2:1][C:2]1[C:7]([I:8])=[CH:6][C:5]([S:9][CH3:10])=[CH:4][N:3]=1.C(=O)([O-])O.[Na+].[C:16]1([S:22](Cl)(=[O:24])=[O:23])[CH:21]=[CH:20][CH:19]=[CH:18][CH:17]=1.